From a dataset of Reaction yield outcomes from USPTO patents with 853,638 reactions. Predict the reaction yield, written as a fraction of the theoretical maximum amount of product (1.0 means a 100% yield; for example, 0.34 means a 34% yield). (1) The yield is 0.670. No catalyst specified. The product is [NH2:1][C:2]1[C:11]2[C:6](=[C:7]([C:27]3[C:22]([O:21][CH3:20])=[N:23][C:24]([O:31][CH3:32])=[CH:25][CH:26]=3)[C:8]([F:12])=[CH:9][CH:10]=2)[N:5]=[N:4][C:3]=1[C:14]([NH:16][CH:17]1[CH2:19][CH2:18]1)=[O:15]. The reactants are [NH2:1][C:2]1[C:11]2[C:6](=[C:7](I)[C:8]([F:12])=[CH:9][CH:10]=2)[N:5]=[N:4][C:3]=1[C:14]([NH:16][CH:17]1[CH2:19][CH2:18]1)=[O:15].[CH3:20][O:21][C:22]1[C:27](B(O)O)=[CH:26][CH:25]=[C:24]([O:31][CH3:32])[N:23]=1. (2) The reactants are [BH4-].[Na+].[CH3:3][C:4]1[CH:9]=[CH:8][C:7]([N+:10]([O-:12])=[O:11])=[CH:6][C:5]=1[C:13](=[O:20])[CH2:14][C:15]([O:17][CH2:18][CH3:19])=[O:16].Cl. The catalyst is C(O)C.C(OCC)(=O)C. The product is [CH3:3][C:4]1[CH:9]=[CH:8][C:7]([N+:10]([O-:12])=[O:11])=[CH:6][C:5]=1[CH:13]([OH:20])[CH2:14][C:15]([O:17][CH2:18][CH3:19])=[O:16]. The yield is 0.860. (3) The reactants are P(Br)(Br)[Br:2].[CH3:5][C:6]1[CH:7]=[C:8]([CH:13](O)[CH3:14])[CH:9]=[C:10]([CH3:12])[CH:11]=1.C([O-])([O-])=O.[Na+].[Na+].CCCCCC. The catalyst is C1(C)C=CC=CC=1.CC(=O)OCC. The product is [Br:2][CH:13]([C:8]1[CH:7]=[C:6]([CH3:5])[CH:11]=[C:10]([CH3:12])[CH:9]=1)[CH3:14]. The yield is 0.320. (4) The reactants are [Br:1][C:2]1[C:6]2[N:7]=[CH:8][N:9]=[C:10]([Cl:11])[C:5]=2[S:4][CH:3]=1.O.[NH2:13][NH2:14]. The product is [ClH:11].[Br:1][C:2]1[C:6]2[N:7]=[CH:8][N:9]=[C:10]([NH:13][NH2:14])[C:5]=2[S:4][CH:3]=1. The yield is 0.730. The catalyst is C(O)C. (5) The reactants are [CH3:1][C:2]1[N:7]=[C:6]([CH3:8])[C:5]([CH3:9])=[N:4][C:3]=1[CH3:10].C1C(=O)N([Br:18])C(=O)C1.C(OOC(=O)C1C=CC=CC=1)(=O)C1C=CC=CC=1. The catalyst is C(Cl)(Cl)(Cl)Cl. The product is [Br:18][CH2:10][C:3]1[C:2]([CH3:1])=[N:7][C:6]([CH3:8])=[C:5]([CH3:9])[N:4]=1. The yield is 0.700. (6) The yield is 0.974. The product is [CH2:2]1[CH2:6][O:5][C:4]2[CH:7]=[CH:8][C:9]3[CH2:10][CH2:11][C@@H:12]([CH2:14][CH2:15][NH:16][C:20](=[O:23])[CH2:21][CH3:22])[C:13]=3[C:3]1=2. The catalyst is O1CCCC1. The reactants are Cl.[CH2:2]1[CH2:6][O:5][C:4]2[CH:7]=[CH:8][C:9]3[CH2:10][CH2:11][C@@H:12]([CH2:14][CH2:15][NH2:16])[C:13]=3[C:3]1=2.O.[OH-].[Na+].[C:20](Cl)(=[O:23])[CH2:21][CH3:22]. (7) The reactants are [C:1]1([CH3:7])[CH:6]=[CH:5][CH:4]=[CH:3][CH:2]=1.[CH3:8][O:9][C:10]1[CH:15]=[CH:14][CH:13]=[C:12]([NH2:16])[CH:11]=1.Cl.[C:18]1([O:24]C2C=CC=CC=2)C=CC=C[CH:19]=1. The catalyst is O1CCOCC1. The product is [CH3:8][O:9][C:10]1[CH:11]=[C:12]2[C:13]([C:18]([OH:24])=[CH:19][C:7]([C:1]3[CH:6]=[CH:5][CH:4]=[CH:3][CH:2]=3)=[N:16]2)=[CH:14][CH:15]=1. The yield is 0.170. (8) The reactants are O=[C:2]1[O:7][CH:6]=[C:5]([C:8]([O:10]C)=[O:9])[CH:4]=[CH:3]1.[CH3:12][CH:13]1[CH2:18][CH2:17][CH2:16][CH:15]([NH2:19])[CH2:14]1.CO.[Li+].[OH-]. The catalyst is C1COCC1. The product is [CH3:12][CH:13]1[CH2:18][CH2:17][CH2:16][CH:15]([N:19]2[C:2](=[O:7])[CH:3]=[CH:4][C:5]([C:8]([OH:10])=[O:9])=[CH:6]2)[CH2:14]1. The yield is 0.210. (9) The reactants are [C-]#N.[Na+].[CH2:4]([CH:6]([CH2:9][CH3:10])[CH:7]=O)[CH3:5].[C:11](=[O:14])([O-])[O-].[NH4+:15].[NH4+:16].[CH2:17]([OH:19])C. The catalyst is O. The product is [CH2:4]([CH:6]([CH:7]1[NH:16][C:17](=[O:19])[NH:15][C:11]1=[O:14])[CH2:9][CH3:10])[CH3:5]. The yield is 0.930.